Task: Regression. Given a peptide amino acid sequence and an MHC pseudo amino acid sequence, predict their binding affinity value. This is MHC class II binding data.. Dataset: Peptide-MHC class II binding affinity with 134,281 pairs from IEDB (1) The peptide sequence is DFDGRSEFAYGSFVR. The MHC is DRB1_0301 with pseudo-sequence DRB1_0301. The binding affinity (normalized) is 0. (2) The peptide sequence is SSYTDWELGLSPQQI. The MHC is DRB1_0101 with pseudo-sequence DRB1_0101. The binding affinity (normalized) is 0.634. (3) The peptide sequence is NQFGSVPAVTISCMT. The MHC is DRB1_1302 with pseudo-sequence DRB1_1302. The binding affinity (normalized) is 0. (4) The peptide sequence is INEPTAAAIAYGLDR. The MHC is DRB1_1302 with pseudo-sequence DRB1_1302. The binding affinity (normalized) is 0.166. (5) The MHC is DRB5_0101 with pseudo-sequence DRB5_0101. The binding affinity (normalized) is 0.543. The peptide sequence is FLRSVFANSLVYGAS. (6) The peptide sequence is HVSCRVKLSALTLKG. The MHC is DRB1_1301 with pseudo-sequence DRB1_1301. The binding affinity (normalized) is 0.719. (7) The peptide sequence is LCHICWKPLPTSITV. The MHC is DRB1_0701 with pseudo-sequence DRB1_0701. The binding affinity (normalized) is 0.568.